From a dataset of Catalyst prediction with 721,799 reactions and 888 catalyst types from USPTO. Predict which catalyst facilitates the given reaction. (1) Reactant: Br[C:2]1[CH:10]=[CH:9][CH:8]=[C:7]2[C:3]=1[C:4]1([CH2:21][O:20][C:19]3[CH:22]=[C:23]4[C:27](=[CH:28][C:18]1=3)[CH2:26][CH2:25][O:24]4)[C:5](=[O:17])[N:6]2[CH2:11][C@H:12]1[CH2:16][CH2:15][CH2:14][O:13]1.O.[CH3:30][N:31]([CH3:41])[C:32]1[CH:37]=[CH:36][C:35](B(O)O)=[CH:34][N:33]=1.C(=O)([O-])[O-].[Na+].[Na+]. Product: [CH3:30][N:31]([CH3:41])[C:32]1[N:33]=[CH:34][C:35]([C:2]2[CH:10]=[CH:9][CH:8]=[C:7]3[C:3]=2[C:4]2([CH2:21][O:20][C:19]4[CH:22]=[C:23]5[C:27](=[CH:28][C:18]2=4)[CH2:26][CH2:25][O:24]5)[C:5](=[O:17])[N:6]3[CH2:11][C@H:12]2[CH2:16][CH2:15][CH2:14][O:13]2)=[CH:36][CH:37]=1. The catalyst class is: 427. (2) Reactant: Cl[C:2]1[C:3]2[S:11][C:10]3[CH:12]=[CH:13][CH:14]=[CH:15][C:9]=3[C:4]=2[N:5]=[C:6]([NH2:8])[N:7]=1.[CH3:16][N:17]1[CH2:22][CH2:21][NH:20][CH2:19][CH2:18]1. Product: [CH3:16][N:17]1[CH2:22][CH2:21][N:20]([C:2]2[C:3]3[S:11][C:10]4[CH:12]=[CH:13][CH:14]=[CH:15][C:9]=4[C:4]=3[N:5]=[C:6]([NH2:8])[N:7]=2)[CH2:19][CH2:18]1. The catalyst class is: 14. (3) Reactant: [F:1][C:2]1[CH:3]=[C:4]2[C:9](=[C:10]([O:12][CH:13]([CH3:15])[CH3:14])[CH:11]=1)[N:8]=[C:7]([CH3:16])[CH:6]=[CH:5]2.[Se](=O)=[O:18]. Product: [F:1][C:2]1[CH:3]=[C:4]2[C:9](=[C:10]([O:12][CH:13]([CH3:14])[CH3:15])[CH:11]=1)[N:8]=[C:7]([CH:16]=[O:18])[CH:6]=[CH:5]2. The catalyst class is: 38. (4) Reactant: [Cl-].O[NH3+:3].[C:4](=[O:7])([O-])[OH:5].[Na+].CS(C)=O.[CH3:13][C:14]1([CH3:48])[CH2:19][CH:18]([N:20]2[C:25](=[O:26])[C:24]([CH2:27][C:28]3[CH:33]=[CH:32][C:31]([C:34]4[C:35]([C:40]#[N:41])=[CH:36][CH:37]=[CH:38][CH:39]=4)=[CH:30][CH:29]=3)=[C:23]([CH2:42][CH2:43][CH3:44])[N:22]3[N:45]=[CH:46][N:47]=[C:21]23)[CH2:17][CH2:16][O:15]1. Product: [CH3:48][C:14]1([CH3:13])[CH2:19][CH:18]([N:20]2[C:25](=[O:26])[C:24]([CH2:27][C:28]3[CH:29]=[CH:30][C:31]([C:34]4[CH:39]=[CH:38][CH:37]=[CH:36][C:35]=4[C:40]4[NH:3][C:4](=[O:7])[O:5][N:41]=4)=[CH:32][CH:33]=3)=[C:23]([CH2:42][CH2:43][CH3:44])[N:22]3[N:45]=[CH:46][N:47]=[C:21]23)[CH2:17][CH2:16][O:15]1. The catalyst class is: 13. (5) Reactant: [C:1]([O:5]C(OC(OC(C)(C)C)=O)=O)(C)(C)C.[CH2:16]([NH:19][C:20]1[N:21]=[C:22]([NH2:30])[C:23]2[S:28][CH:27]=[C:26]([CH3:29])[C:24]=2[N:25]=1)[CH:17]=[CH2:18].[CH:31]1([NH2:37])[CH2:36][CH2:35][CH2:34][CH2:33][CH2:32]1. Product: [CH2:16]([NH:19][C:20]1[N:21]=[C:22]([NH:30][C:1](=[O:5])[NH:37][CH:31]2[CH2:36][CH2:35][CH2:34][CH2:33][CH2:32]2)[C:23]2[S:28][CH:27]=[C:26]([CH3:29])[C:24]=2[N:25]=1)[CH:17]=[CH2:18]. The catalyst class is: 10. (6) Reactant: C([O:3][C:4]([C:6]1[CH:7]=[N:8][N:9]([CH:12]2[CH2:14][CH2:13]2)[C:10]=1[Cl:11])=[O:5])C.[Li+].[OH-]. Product: [Cl:11][C:10]1[N:9]([CH:12]2[CH2:13][CH2:14]2)[N:8]=[CH:7][C:6]=1[C:4]([OH:5])=[O:3]. The catalyst class is: 24. (7) Reactant: Cl[C:2]1[C:11]2[C:6](=[CH:7][CH:8]=[CH:9][CH:10]=2)[N:5]=[CH:4][C:3]=1[C:12](=[O:14])[CH3:13]. Product: [N:5]1[CH:6]=[CH:11][CH:2]=[CH:3][C:4]=1[C:2]1[C:11]2[C:6](=[CH:7][CH:8]=[CH:9][CH:10]=2)[N:5]=[CH:4][C:3]=1[C:12](=[O:14])[CH3:13]. The catalyst class is: 13.